This data is from NCI-60 drug combinations with 297,098 pairs across 59 cell lines. The task is: Regression. Given two drug SMILES strings and cell line genomic features, predict the synergy score measuring deviation from expected non-interaction effect. (1) Synergy scores: CSS=42.0, Synergy_ZIP=-3.89, Synergy_Bliss=-3.53, Synergy_Loewe=1.25, Synergy_HSA=2.49. Drug 2: COCCOC1=C(C=C2C(=C1)C(=NC=N2)NC3=CC=CC(=C3)C#C)OCCOC.Cl. Cell line: DU-145. Drug 1: C1=C(C(=O)NC(=O)N1)F. (2) Drug 1: CC12CCC(CC1=CCC3C2CCC4(C3CC=C4C5=CN=CC=C5)C)O. Drug 2: CC(C)(C#N)C1=CC(=CC(=C1)CN2C=NC=N2)C(C)(C)C#N. Cell line: OVCAR-8. Synergy scores: CSS=1.05, Synergy_ZIP=-1.23, Synergy_Bliss=-3.19, Synergy_Loewe=-3.35, Synergy_HSA=-3.83. (3) Drug 2: C1CN(P(=O)(OC1)NCCCl)CCCl. Synergy scores: CSS=7.44, Synergy_ZIP=-11.2, Synergy_Bliss=-10.1, Synergy_Loewe=-26.1, Synergy_HSA=-9.95. Drug 1: C1=CC(=CC=C1CCCC(=O)O)N(CCCl)CCCl. Cell line: SW-620. (4) Drug 1: CCCCCOC(=O)NC1=NC(=O)N(C=C1F)C2C(C(C(O2)C)O)O. Drug 2: CC1=C(C(=CC=C1)Cl)NC(=O)C2=CN=C(S2)NC3=CC(=NC(=N3)C)N4CCN(CC4)CCO. Cell line: PC-3. Synergy scores: CSS=9.14, Synergy_ZIP=-1.68, Synergy_Bliss=0.460, Synergy_Loewe=-41.4, Synergy_HSA=-0.927. (5) Drug 1: CC(CN1CC(=O)NC(=O)C1)N2CC(=O)NC(=O)C2. Drug 2: CN(C)C1=NC(=NC(=N1)N(C)C)N(C)C. Cell line: NCI-H322M. Synergy scores: CSS=-8.72, Synergy_ZIP=-0.0999, Synergy_Bliss=-6.92, Synergy_Loewe=-10.9, Synergy_HSA=-9.08. (6) Drug 1: C1CCC(C1)C(CC#N)N2C=C(C=N2)C3=C4C=CNC4=NC=N3. Drug 2: CC=C1C(=O)NC(C(=O)OC2CC(=O)NC(C(=O)NC(CSSCCC=C2)C(=O)N1)C(C)C)C(C)C. Cell line: SK-MEL-28. Synergy scores: CSS=22.3, Synergy_ZIP=-5.69, Synergy_Bliss=-13.9, Synergy_Loewe=-63.8, Synergy_HSA=-16.4. (7) Drug 1: CC=C1C(=O)NC(C(=O)OC2CC(=O)NC(C(=O)NC(CSSCCC=C2)C(=O)N1)C(C)C)C(C)C. Drug 2: CCCCC(=O)OCC(=O)C1(CC(C2=C(C1)C(=C3C(=C2O)C(=O)C4=C(C3=O)C=CC=C4OC)O)OC5CC(C(C(O5)C)O)NC(=O)C(F)(F)F)O. Cell line: NCI/ADR-RES. Synergy scores: CSS=26.9, Synergy_ZIP=10.3, Synergy_Bliss=13.9, Synergy_Loewe=6.21, Synergy_HSA=6.42. (8) Drug 1: CC1=C(C(CCC1)(C)C)C=CC(=CC=CC(=CC(=O)O)C)C. Drug 2: CCC1(CC2CC(C3=C(CCN(C2)C1)C4=CC=CC=C4N3)(C5=C(C=C6C(=C5)C78CCN9C7C(C=CC9)(C(C(C8N6C)(C(=O)OC)O)OC(=O)C)CC)OC)C(=O)OC)O.OS(=O)(=O)O. Cell line: SN12C. Synergy scores: CSS=15.7, Synergy_ZIP=0.792, Synergy_Bliss=4.81, Synergy_Loewe=4.25, Synergy_HSA=4.51. (9) Drug 1: C1CN1P(=S)(N2CC2)N3CC3. Drug 2: CC1C(C(CC(O1)OC2CC(CC3=C2C(=C4C(=C3O)C(=O)C5=CC=CC=C5C4=O)O)(C(=O)C)O)N)O. Cell line: 786-0. Synergy scores: CSS=49.4, Synergy_ZIP=6.01, Synergy_Bliss=7.52, Synergy_Loewe=-3.53, Synergy_HSA=8.85. (10) Drug 1: C1CN1P(=S)(N2CC2)N3CC3. Drug 2: CN(CCCl)CCCl.Cl. Cell line: M14. Synergy scores: CSS=3.41, Synergy_ZIP=-7.05, Synergy_Bliss=-11.7, Synergy_Loewe=-14.0, Synergy_HSA=-8.25.